Dataset: Forward reaction prediction with 1.9M reactions from USPTO patents (1976-2016). Task: Predict the product of the given reaction. (1) Given the reactants [NH2:1][C:2]1[C:7]([NH:8][C:9](=[O:12])[O:10][CH3:11])=[C:6]([NH2:13])[N:5]=[C:4]([N:14]2[C:22]3[C:17](=[N:18][CH:19]=[C:20]([F:23])[CH:21]=3)[C:16]([CH2:24][C:25]3[CH:30]=[CH:29][CH:28]=[CH:27][C:26]=3[F:31])=[N:15]2)[N:3]=1.[H-].[Na+].ClC(Cl)(Cl)S(O[CH2:40][C:41]([F:44])([F:43])[F:42])(=O)=O, predict the reaction product. The product is: [NH2:1][C:2]1[C:7]([N:8]([CH2:40][C:41]([F:44])([F:43])[F:42])[C:9](=[O:12])[O:10][CH3:11])=[C:6]([NH2:13])[N:5]=[C:4]([N:14]2[C:22]3[C:17](=[N:18][CH:19]=[C:20]([F:23])[CH:21]=3)[C:16]([CH2:24][C:25]3[CH:30]=[CH:29][CH:28]=[CH:27][C:26]=3[F:31])=[N:15]2)[N:3]=1. (2) Given the reactants [Br:1][C:2]1[CH:3]=[C:4]([C:8]2([C:15]3[CH:20]=[CH:19][N:18]=[CH:17][CH:16]=3)[C:12](=S)S[C:10](=[S:14])[NH:9]2)[CH:5]=[CH:6][CH:7]=1.[NH2:21][CH2:22][CH2:23][CH2:24][NH2:25], predict the reaction product. The product is: [Br:1][C:2]1[CH:3]=[C:4]([C:8]2([C:15]3[CH:20]=[CH:19][N:18]=[CH:17][CH:16]=3)[C:12]3=[N:25][CH2:24][CH2:23][CH2:22][N:21]3[C:10](=[S:14])[NH:9]2)[CH:5]=[CH:6][CH:7]=1. (3) Given the reactants FC(F)(F)C(O)=O.[NH2:8][C@@H:9]([CH2:13][O:14][C:15]([O:17][C:18]1[C:23]([CH:24]([CH3:26])[CH3:25])=[CH:22][CH:21]=[CH:20][C:19]=1[CH:27]([CH3:29])[CH3:28])=[O:16])[C:10]([OH:12])=[O:11].C(=O)(O)[O-].[Na+], predict the reaction product. The product is: [NH2:8][C@@H:9]([CH2:13][O:14][C:15]([O:17][C:18]1[C:23]([CH:24]([CH3:25])[CH3:26])=[CH:22][CH:21]=[CH:20][C:19]=1[CH:27]([CH3:29])[CH3:28])=[O:16])[C:10]([OH:12])=[O:11]. (4) Given the reactants [CH:1]1([NH:4][C:5]([C:7]2[CH:11]=[C:10]([N+:12]([O-])=O)[NH:9][N:8]=2)=[O:6])[CH2:3][CH2:2]1, predict the reaction product. The product is: [NH2:12][C:10]1[NH:9][N:8]=[C:7]([C:5]([NH:4][CH:1]2[CH2:2][CH2:3]2)=[O:6])[CH:11]=1. (5) Given the reactants [CH3:1][C:2]1[C:3]([CH2:13][CH:14]=O)=[C:4]2[C:9](=[CH:10][CH:11]=1)[NH:8][C:7](=[O:12])[CH2:6][CH2:5]2.[CH3:16][C:17]1[CH:26]=[CH:25][C:24]2[C:19](=[CH:20][CH:21]=[CH:22][C:23]=2[N:27]2[CH2:32][CH2:31][NH:30][CH2:29][CH2:28]2)[N:18]=1.C(O[BH-](OC(=O)C)OC(=O)C)(=O)C.[Na+].[Cl:47]CCCl, predict the reaction product. The product is: [ClH:47].[ClH:47].[CH3:1][C:2]1[C:3]([CH2:13][CH2:14][N:30]2[CH2:31][CH2:32][N:27]([C:23]3[CH:22]=[CH:21][CH:20]=[C:19]4[C:24]=3[CH:25]=[CH:26][C:17]([CH3:16])=[N:18]4)[CH2:28][CH2:29]2)=[C:4]2[C:9](=[CH:10][CH:11]=1)[NH:8][C:7](=[O:12])[CH2:6][CH2:5]2. (6) Given the reactants [C:1]([O:5][C:6](=[O:17])[NH:7][C:8]1[CH:13]=[C:12]([Cl:14])[C:11]([Cl:15])=[CH:10][C:9]=1I)([CH3:4])([CH3:3])[CH3:2].[C:18]([C:20]1[CH:27]=[CH:26][C:23]([C:24]#[N:25])=[CH:22][CH:21]=1)#[CH:19], predict the reaction product. The product is: [C:1]([O:5][C:6](=[O:17])[NH:7][C:8]1[CH:13]=[C:12]([Cl:14])[C:11]([Cl:15])=[CH:10][C:9]=1[C:19]#[C:18][C:20]1[CH:27]=[CH:26][C:23]([C:24]#[N:25])=[CH:22][CH:21]=1)([CH3:4])([CH3:3])[CH3:2].